This data is from Catalyst prediction with 721,799 reactions and 888 catalyst types from USPTO. The task is: Predict which catalyst facilitates the given reaction. (1) Reactant: C[O:2][C:3]([CH:5]1[CH2:13][C:12]2[C:7](=[CH:8][CH:9]=[CH:10][C:11]=2[F:14])[CH2:6]1)=[O:4]. Product: [F:14][C:11]1[CH:10]=[CH:9][CH:8]=[C:7]2[C:12]=1[CH2:13][CH:5]([C:3]([OH:4])=[O:2])[CH2:6]2. The catalyst class is: 52. (2) The catalyst class is: 4. Reactant: [CH2:1]([O:8][C:9]([N:11]1[CH2:16][CH2:15][CH2:14][CH:13]([C:17]([OH:19])=O)[CH2:12]1)=[O:10])[C:2]1[CH:7]=[CH:6][CH:5]=[CH:4][CH:3]=1.S(Cl)([Cl:22])=O. Product: [CH2:1]([O:8][C:9]([N:11]1[CH2:16][CH2:15][CH2:14][CH:13]([C:17]([Cl:22])=[O:19])[CH2:12]1)=[O:10])[C:2]1[CH:7]=[CH:6][CH:5]=[CH:4][CH:3]=1. (3) Reactant: [CH:1]1([S:4]([NH:7][C@@H:8]2[CH2:12][N:11](C(OC(C)(C)C)=O)[C@H:10]([CH2:20][CH3:21])[CH2:9]2)(=[O:6])=[O:5])[CH2:3][CH2:2]1.[ClH:22]. Product: [ClH:22].[CH2:20]([C@H:10]1[NH:11][CH2:12][C@@H:8]([NH:7][S:4]([CH:1]2[CH2:3][CH2:2]2)(=[O:5])=[O:6])[CH2:9]1)[CH3:21]. The catalyst class is: 12. (4) Reactant: [C:1](OC(=O)C)(=[O:3])[CH3:2].[NH2:8][CH:9]1[CH:13]([OH:14])[CH2:12][N:11]([C:15]([O:17][CH2:18][C:19]2[CH:24]=[CH:23][CH:22]=[CH:21][CH:20]=2)=[O:16])[CH2:10]1.C(OCC)C. Product: [C:1]([NH:8][CH:9]1[CH:13]([OH:14])[CH2:12][N:11]([C:15]([O:17][CH2:18][C:19]2[CH:24]=[CH:23][CH:22]=[CH:21][CH:20]=2)=[O:16])[CH2:10]1)(=[O:3])[CH3:2]. The catalyst class is: 4. (5) Reactant: [CH3:1][O:2][C:3]([C:5]1[CH:10]=[CH:9][C:8](Br)=[CH:7][N:6]=1)=[O:4].[NH:12]1[CH2:17][CH2:16][CH2:15][CH2:14][CH2:13]1.P([O-])([O-])([O-])=O.[K+].[K+].[K+].C1(P(C2CCCCC2)C2C=CC=CC=2C2C(OC)=CC=CC=2OC)CCCCC1. Product: [CH3:1][O:2][C:3]([C:5]1[N:6]=[CH:7][C:8]([N:12]2[CH2:17][CH2:16][CH2:15][CH2:14][CH2:13]2)=[CH:9][CH:10]=1)=[O:4]. The catalyst class is: 101. (6) Reactant: [CH:1]([NH2:4])([CH3:3])[CH3:2].CS(O[CH2:10][CH2:11][NH:12][C:13]1[N:18]=[C:17]([O:19][CH3:20])[C:16]([NH:21][C:22]([C:24]2[N:25]=[C:26]([O:29][C:30]3[CH:35]=[C:34]([C:36]([CH3:39])([CH3:38])[CH3:37])[CH:33]=[CH:32][C:31]=3[CH3:40])[S:27][CH:28]=2)=[O:23])=[C:15]([O:41][CH3:42])[N:14]=1)(=O)=O. Product: [C:36]([C:34]1[CH:33]=[CH:32][C:31]([CH3:40])=[C:30]([CH:35]=1)[O:29][C:26]1[S:27][CH:28]=[C:24]([C:22]([NH:21][C:16]2[C:17]([O:19][CH3:20])=[N:18][C:13]([NH:12][CH2:11][CH2:10][NH:4][CH:1]([CH3:3])[CH3:2])=[N:14][C:15]=2[O:41][CH3:42])=[O:23])[N:25]=1)([CH3:38])([CH3:37])[CH3:39]. The catalyst class is: 7.